This data is from Caco-2 cell permeability data measuring drug intestinal absorption for ~900 compounds. The task is: Regression/Classification. Given a drug SMILES string, predict its absorption, distribution, metabolism, or excretion properties. Task type varies by dataset: regression for continuous measurements (e.g., permeability, clearance, half-life) or binary classification for categorical outcomes (e.g., BBB penetration, CYP inhibition). For this dataset (caco2_wang), we predict Y. The Y is -6.56 log Papp (cm/s). The compound is CS(=O)(=O)N[C@H](Cc1ccccc1)C(=O)N1CCC[C@H]1C(=O)NCC1CCN(C(=N)N)CC1.